From a dataset of Catalyst prediction with 721,799 reactions and 888 catalyst types from USPTO. Predict which catalyst facilitates the given reaction. (1) Reactant: [CH3:1][NH:2][C:3]1[CH:4]=[CH:5][C:6]([CH:9]=O)=[N:7][CH:8]=1.COC(OC)C1N=CC(NC)=CC=1.[CH3:24][C@H:25]1[CH2:30][NH:29][CH2:28][CH2:27][N:26]1[C:31]([O:33][C:34]([CH3:37])([CH3:36])[CH3:35])=[O:32].C(N(CC)CC)C.C(O[BH-](OC(=O)C)OC(=O)C)(=O)C.[Na+]. Product: [CH3:24][C@H:25]1[CH2:30][N:29]([CH2:9][C:6]2[CH:5]=[CH:4][C:3]([NH:2][CH3:1])=[CH:8][N:7]=2)[CH2:28][CH2:27][N:26]1[C:31]([O:33][C:34]([CH3:35])([CH3:37])[CH3:36])=[O:32]. The catalyst class is: 279. (2) Reactant: [CH:1]1([CH2:8][CH2:9][NH:10][C:11](=[O:58])[C@H:12]([CH3:57])[C@H:13]([C@@H:16]2[CH2:20][CH2:19][CH2:18][N:17]2[C:21](=[O:56])[CH2:22][C@@H:23]([O:54][CH3:55])[C@@H:24]([N:29]([CH3:53])[C:30](=[O:52])[C@@H:31]([NH:35][C:36]([C@@:38]2([CH3:51])[CH2:43][CH2:42][CH2:41][CH2:40][N:39]2C(OC(C)(C)C)=O)=[O:37])[CH:32]([CH3:34])[CH3:33])[C@@H:25]([CH3:28])[CH2:26][CH3:27])[O:14][CH3:15])[CH:7]=[CH:6][CH:5]=[CH:4][CH:3]=[CH:2]1.[ClH:59]. Product: [ClH:59].[CH:1]1([CH2:8][CH2:9][NH:10][C:11](=[O:58])[C@H:12]([CH3:57])[C@H:13]([C@@H:16]2[CH2:20][CH2:19][CH2:18][N:17]2[C:21](=[O:56])[CH2:22][C@@H:23]([O:54][CH3:55])[C@@H:24]([N:29]([CH3:53])[C:30](=[O:52])[C@@H:31]([NH:35][C:36]([C@@:38]2([CH3:51])[CH2:43][CH2:42][CH2:41][CH2:40][NH:39]2)=[O:37])[CH:32]([CH3:34])[CH3:33])[C@@H:25]([CH3:28])[CH2:26][CH3:27])[O:14][CH3:15])[CH:2]=[CH:3][CH:4]=[CH:5][CH:6]=[CH:7]1. The catalyst class is: 12. (3) Reactant: [NH2:1][C:2]1[S:3][CH:4]=[C:5]([C:7]([O:9][CH3:10])=[O:8])[N:6]=1.[I:11]N1C(=O)CCC1=O. Product: [NH2:1][C:2]1[S:3][C:4]([I:11])=[C:5]([C:7]([O:9][CH3:10])=[O:8])[N:6]=1. The catalyst class is: 4.